From a dataset of Full USPTO retrosynthesis dataset with 1.9M reactions from patents (1976-2016). Predict the reactants needed to synthesize the given product. (1) Given the product [OH:1][C:2]1[C:3]([C:12]([NH:14][CH2:15][C:16]2[C:24]3[C:19](=[CH:20][CH:21]=[CH:22][CH:23]=3)[NH:18][CH:17]=2)=[O:13])=[N:4][CH:5]=[C:6]2[C:11]=1[N:10]=[CH:9][CH:8]=[CH:7]2, predict the reactants needed to synthesize it. The reactants are: [OH:1][C:2]1[C:3]([C:12]([NH:14][CH2:15][C:16]2[C:24]3[C:19](=[CH:20][CH:21]=[CH:22][CH:23]=3)[N:18](C(OC(C)(C)C)=O)[CH:17]=2)=[O:13])=[N:4][CH:5]=[C:6]2[C:11]=1[N:10]=[CH:9][CH:8]=[CH:7]2.FC(F)(F)C(O)=O. (2) Given the product [CH3:1][O:2][C:3]([C:5]1[C:14]([CH3:15])=[C:13]2[C:8]([CH:9]([NH:16][C:28]([O:27][C:23]([CH3:26])([CH3:25])[CH3:24])=[O:29])[CH2:10][CH2:11][S:12]2)=[CH:7][CH:6]=1)=[O:4], predict the reactants needed to synthesize it. The reactants are: [CH3:1][O:2][C:3]([C:5]1[C:14]([CH3:15])=[C:13]2[C:8]([CH:9]([NH2:16])[CH2:10][CH2:11][S:12]2)=[CH:7][CH:6]=1)=[O:4].C(=O)([O-])[O-].[K+].[K+].[C:23]([O:27][C:28](O[C:28]([O:27][C:23]([CH3:26])([CH3:25])[CH3:24])=[O:29])=[O:29])([CH3:26])([CH3:25])[CH3:24].